This data is from Catalyst prediction with 721,799 reactions and 888 catalyst types from USPTO. The task is: Predict which catalyst facilitates the given reaction. (1) Reactant: [C:1]([C:5]1[CH:10]=[CH:9][C:8]([S:11]([NH:14][C:15]2[CH:20]=[C:19]([OH:21])[C:18]([CH3:22])=[CH:17][C:16]=2C2(C3C=CC=CC=3)C3C(=CC=CC=3)NC2=O)(=[O:13])=[O:12])=[CH:7][CH:6]=1)([CH3:4])([CH3:3])[CH3:2].C(C1C=CC(S(Cl)(=O)=O)=CC=1)(C)(C)C.NC1C=CC(C)=C(O)C=1. Product: [C:1]([C:5]1[CH:10]=[CH:9][C:8]([S:11]([NH:14][C:15]2[CH:16]=[CH:17][C:18]([CH3:22])=[C:19]([OH:21])[CH:20]=2)(=[O:13])=[O:12])=[CH:7][CH:6]=1)([CH3:4])([CH3:3])[CH3:2]. The catalyst class is: 272. (2) Reactant: [NH2:1][C@H](C(O)=O)C.C([O-])=O.[Na+].OP([O-])([O-])=O.[Na+].[Na+].C1N=C(N)C2N=CN([C@@H]3O[C@H](COP(OP(OC[C@H]4O[C@@H](N5C=C(C(N)=O)CC=C5)[C@H](O)[C@@H]4O)(O)=O)(O)=O)[C@@H](O)[C@H]3O)C=2N=1.CC1C(O)=C(C=O)C(COP(O)(O)=O)=CN=1.[CH2:78]([O:85][C@@H:86]1[C:91](=O)[CH2:90][CH2:89][O:88][CH2:87]1)[C:79]1[CH:84]=[CH:83][CH:82]=[CH:81][CH:80]=1.C(=O)([O-])[O-].[K+].[K+]. Product: [CH2:78]([O:85][C@@H:86]1[C@@H:91]([NH2:1])[CH2:90][CH2:89][O:88][CH2:87]1)[C:79]1[CH:84]=[CH:83][CH:82]=[CH:81][CH:80]=1. The catalyst class is: 69.